From a dataset of NCI-60 drug combinations with 297,098 pairs across 59 cell lines. Regression. Given two drug SMILES strings and cell line genomic features, predict the synergy score measuring deviation from expected non-interaction effect. (1) Drug 1: C1CCN(CC1)CCOC2=CC=C(C=C2)C(=O)C3=C(SC4=C3C=CC(=C4)O)C5=CC=C(C=C5)O. Drug 2: CCC1(CC2CC(C3=C(CCN(C2)C1)C4=CC=CC=C4N3)(C5=C(C=C6C(=C5)C78CCN9C7C(C=CC9)(C(C(C8N6C)(C(=O)OC)O)OC(=O)C)CC)OC)C(=O)OC)O.OS(=O)(=O)O. Cell line: HT29. Synergy scores: CSS=35.9, Synergy_ZIP=9.77, Synergy_Bliss=13.2, Synergy_Loewe=-39.2, Synergy_HSA=7.47. (2) Drug 1: CNC(=O)C1=CC=CC=C1SC2=CC3=C(C=C2)C(=NN3)C=CC4=CC=CC=N4. Drug 2: C1CCC(CC1)NC(=O)N(CCCl)N=O. Cell line: 786-0. Synergy scores: CSS=37.3, Synergy_ZIP=7.57, Synergy_Bliss=9.24, Synergy_Loewe=8.38, Synergy_HSA=8.88. (3) Drug 2: CC1C(C(CC(O1)OC2CC(CC3=C2C(=C4C(=C3O)C(=O)C5=CC=CC=C5C4=O)O)(C(=O)C)O)N)O. Cell line: SN12C. Synergy scores: CSS=52.8, Synergy_ZIP=-4.92, Synergy_Bliss=-6.16, Synergy_Loewe=-3.27, Synergy_HSA=-1.64. Drug 1: COC1=CC(=CC(=C1O)OC)C2C3C(COC3=O)C(C4=CC5=C(C=C24)OCO5)OC6C(C(C7C(O6)COC(O7)C8=CC=CS8)O)O. (4) Drug 1: C1CN1P(=S)(N2CC2)N3CC3. Drug 2: CCCCC(=O)OCC(=O)C1(CC(C2=C(C1)C(=C3C(=C2O)C(=O)C4=C(C3=O)C=CC=C4OC)O)OC5CC(C(C(O5)C)O)NC(=O)C(F)(F)F)O. Cell line: NCI-H460. Synergy scores: CSS=56.8, Synergy_ZIP=-1.36, Synergy_Bliss=-3.81, Synergy_Loewe=-6.71, Synergy_HSA=-1.68. (5) Drug 1: CC1=C2C(C(=O)C3(C(CC4C(C3C(C(C2(C)C)(CC1OC(=O)C(C(C5=CC=CC=C5)NC(=O)OC(C)(C)C)O)O)OC(=O)C6=CC=CC=C6)(CO4)OC(=O)C)OC)C)OC. Drug 2: C1=CC=C(C(=C1)C(C2=CC=C(C=C2)Cl)C(Cl)Cl)Cl. Cell line: MALME-3M. Synergy scores: CSS=29.5, Synergy_ZIP=7.59, Synergy_Bliss=5.95, Synergy_Loewe=-12.4, Synergy_HSA=6.08. (6) Drug 1: CC1OCC2C(O1)C(C(C(O2)OC3C4COC(=O)C4C(C5=CC6=C(C=C35)OCO6)C7=CC(=C(C(=C7)OC)O)OC)O)O. Drug 2: C1=NNC2=C1C(=O)NC=N2. Cell line: SN12C. Synergy scores: CSS=31.3, Synergy_ZIP=-6.13, Synergy_Bliss=1.21, Synergy_Loewe=-58.5, Synergy_HSA=0.917. (7) Drug 1: CC1=C(C=C(C=C1)NC2=NC=CC(=N2)N(C)C3=CC4=NN(C(=C4C=C3)C)C)S(=O)(=O)N.Cl. Drug 2: CC1CCC2CC(C(=CC=CC=CC(CC(C(=O)C(C(C(=CC(C(=O)CC(OC(=O)C3CCCCN3C(=O)C(=O)C1(O2)O)C(C)CC4CCC(C(C4)OC)O)C)C)O)OC)C)C)C)OC. Cell line: UO-31. Synergy scores: CSS=52.4, Synergy_ZIP=25.7, Synergy_Bliss=25.1, Synergy_Loewe=12.0, Synergy_HSA=27.5. (8) Drug 1: C1=CC=C(C(=C1)C(C2=CC=C(C=C2)Cl)C(Cl)Cl)Cl. Drug 2: C1=CN(C=N1)CC(O)(P(=O)(O)O)P(=O)(O)O. Cell line: TK-10. Synergy scores: CSS=-0.334, Synergy_ZIP=-0.317, Synergy_Bliss=0.484, Synergy_Loewe=-1.64, Synergy_HSA=-1.07.